This data is from Reaction yield outcomes from USPTO patents with 853,638 reactions. The task is: Predict the reaction yield, written as a fraction of the theoretical maximum amount of product (1.0 means a 100% yield; for example, 0.34 means a 34% yield). (1) The reactants are [CH3:1][O:2][C:3](=[O:13])[CH2:4][CH2:5][C:6]1[CH:11]=[CH:10][C:9]([OH:12])=[CH:8][CH:7]=1.[Br:14][CH2:15][CH2:16][CH2:17][CH2:18]Br.C(=O)([O-])[O-].[Cs+].[Cs+]. The catalyst is CC(C)=O. The product is [Br:14][CH2:15][CH2:16][CH2:17][CH2:18][O:12][C:9]1[CH:10]=[CH:11][C:6]([CH2:5][CH2:4][C:3]([O:2][CH3:1])=[O:13])=[CH:7][CH:8]=1. The yield is 0.850. (2) The catalyst is ClCCl. The reactants are [CH2:1]1[CH2:6][CH2:5][C:4]([CH2:11][NH2:12])([CH2:7][C:8]([OH:10])=[O:9])[CH2:3][CH2:2]1.Cl[Si](C)(C)C.C(N(CC)CC)C.Cl[C:26]([O:28][CH:29]1[CH2:34][CH2:33][CH2:32][CH2:31][C:30]1(OC)[O:35]C)=[O:27]. The product is [C:30]1(=[O:35])[CH2:31][CH2:32][CH2:33][CH2:34][CH:29]1[O:28][C:26]([NH:12][CH2:11][C:4]1([CH2:7][C:8]([OH:10])=[O:9])[CH2:3][CH2:2][CH2:1][CH2:6][CH2:5]1)=[O:27]. The yield is 0.550. (3) The yield is 0.942. The reactants are [CH2:1]([NH2:5])[CH2:2][CH2:3][CH3:4].[C:6]1([C:12]2[CH:17]=[CH:16][CH:15]=[C:14]([C:18]3[CH:23]=[CH:22][CH:21]=[CH:20][CH:19]=3)[C:13]=2[NH:24][C:25]2[C:26](=O)[CH2:27][CH2:28][CH2:29][CH:30]=2)[CH:11]=[CH:10][CH:9]=[CH:8][CH:7]=1. The product is [CH2:1](/[N:5]=[C:26]1\[CH2:27][CH2:28][CH2:29][CH:30]=[C:25]\1[NH:24][C:13]1[C:14]([C:18]2[CH:19]=[CH:20][CH:21]=[CH:22][CH:23]=2)=[CH:15][CH:16]=[CH:17][C:12]=1[C:6]1[CH:11]=[CH:10][CH:9]=[CH:8][CH:7]=1)[CH2:2][CH2:3][CH3:4]. The catalyst is C1(C)C=CC=CC=1.[Ti](Cl)(Cl)(Cl)Cl. (4) The reactants are [N:1]([C@@H:4]1[CH2:8][N:7]([C@H:9]([C:14]2[CH:15]=[N:16][C:17]([Cl:20])=[CH:18][CH:19]=2)[C:10]([F:13])([F:12])[F:11])[CH2:6][C@@H:5]1O)=[N+:2]=[N-:3].C(N(S(F)(F)[F:28])CC)C. The catalyst is ClCCl. The product is [N:1]([C@H:4]1[CH:5]([F:28])[CH2:6][N:7]([C@H:9]([C:14]2[CH:19]=[CH:18][C:17]([Cl:20])=[N:16][CH:15]=2)[C:10]([F:13])([F:12])[F:11])[CH2:8]1)=[N+:2]=[N-:3]. The yield is 0.420.